The task is: Predict the reactants needed to synthesize the given product.. This data is from Full USPTO retrosynthesis dataset with 1.9M reactions from patents (1976-2016). (1) Given the product [CH:14]1[C:5]2[CH2:6][CH2:7][C:8]3[CH:13]=[CH:12][CH:11]=[CH:10][C:9]=3[C:3](=[CH:2][C:22]3[CH:23]=[CH:24][C:25]([CH3:26])=[C:20]([NH2:19])[CH:21]=3)[C:4]=2[CH:17]=[CH:16][CH:15]=1, predict the reactants needed to synthesize it. The reactants are: Br[CH:2]=[C:3]1[C:9]2[CH:10]=[CH:11][CH:12]=[CH:13][C:8]=2[CH2:7][CH2:6][C:5]2[CH:14]=[CH:15][CH:16]=[CH:17][C:4]1=2.Cl.[NH2:19][C:20]1[CH:21]=[C:22](B(O)O)[CH:23]=[CH:24][C:25]=1[CH3:26]. (2) Given the product [C:10]([C:5]1[CH:4]=[C:3]([C:2]([F:1])([F:16])[F:17])[CH:9]=[CH:8][C:6]=1[NH2:7])#[CH:11], predict the reactants needed to synthesize it. The reactants are: [F:1][C:2]([F:17])([F:16])[C:3]1[CH:9]=[CH:8][C:6]([NH2:7])=[C:5]([C:10]#[C:11][Si](C)(C)C)[CH:4]=1.CO.C([O-])([O-])=O.[K+].[K+].